This data is from Full USPTO retrosynthesis dataset with 1.9M reactions from patents (1976-2016). The task is: Predict the reactants needed to synthesize the given product. (1) Given the product [Cl:29][C:26]1[CH:27]=[CH:28][C:23]([CH:11]([C:12]2[CH:17]=[CH:16][C:15]([C:18]3[CH:22]=[N:21][NH:20][CH:19]=3)=[CH:14][CH:13]=2)[NH:10][CH2:9][CH2:8][NH2:7])=[CH:24][CH:25]=1, predict the reactants needed to synthesize it. The reactants are: C(OC(=O)[NH:7][CH2:8][CH2:9][NH:10][CH:11]([C:23]1[CH:28]=[CH:27][C:26]([Cl:29])=[CH:25][CH:24]=1)[C:12]1[CH:17]=[CH:16][C:15]([C:18]2[CH:19]=[N:20][NH:21][CH:22]=2)=[CH:14][CH:13]=1)(C)(C)C.Cl.CO. (2) Given the product [CH3:17][C:16]1[C:11]([S:8]([N:7]([CH2:20][C:21]([OH:23])=[O:22])[C:4]2[CH:3]=[CH:2][C:1]([CH3:18])=[CH:6][CH:5]=2)(=[O:10])=[O:9])=[N:12][CH:13]=[CH:14][CH:15]=1, predict the reactants needed to synthesize it. The reactants are: [C:1]1([CH3:18])[CH:6]=[CH:5][C:4]([NH:7][S:8]([C:11]2[C:16]([CH3:17])=[CH:15][CH:14]=[CH:13][N:12]=2)(=[O:10])=[O:9])=[CH:3][CH:2]=1.Br[CH2:20][C:21]([O:23]C)=[O:22].